Dataset: Reaction yield outcomes from USPTO patents with 853,638 reactions. Task: Predict the reaction yield, written as a fraction of the theoretical maximum amount of product (1.0 means a 100% yield; for example, 0.34 means a 34% yield). (1) The reactants are [C:1]1([CH2:7][C:8]([OH:10])=O)[CH:6]=[CH:5][CH:4]=[CH:3][CH:2]=1.C(Cl)(=O)C(Cl)=O.[CH3:17][O:18][C:19]1[CH:24]=[CH:23][C:22]([O:25]C)=[CH:21][CH:20]=1.[Al+3].[Cl-].[Cl-].[Cl-]. The catalyst is ClCCl.CN(C=O)C. The product is [OH:25][C:22]1[CH:23]=[CH:24][C:19]([O:18][CH3:17])=[CH:20][C:21]=1[C:8](=[O:10])[CH2:7][C:1]1[CH:2]=[CH:3][CH:4]=[CH:5][CH:6]=1. The yield is 0.490. (2) The reactants are [NH2:1][C:2]1[C:3]([C:9]([NH2:11])=[O:10])=[N:4][C:5]([Br:8])=[CH:6][N:7]=1.[CH3:12]C(OC(C)=O)=O. The catalyst is C(OC(OCC)OCC)C. The product is [Br:8][C:5]1[N:4]=[C:3]2[C:2](=[N:7][CH:6]=1)[N:1]=[CH:12][NH:11][C:9]2=[O:10]. The yield is 0.480. (3) The reactants are [I:1][C:2]1[CH:3]=[C:4]([CH:7]=[CH:8][C:9]=1[O:10][CH:11]([CH3:13])[CH3:12])[C:5]#[N:6].Cl.[NH2:15][OH:16].CCN(C(C)C)C(C)C. The catalyst is CCO. The product is [OH:16][NH:15][C:5](=[NH:6])[C:4]1[CH:7]=[CH:8][C:9]([O:10][CH:11]([CH3:12])[CH3:13])=[C:2]([I:1])[CH:3]=1. The yield is 0.950. (4) The reactants are C([O:3][C:4]([C:6]1([C:9]2[CH:14]=[CH:13][C:12]([C:15]3[CH:20]=[CH:19][C:18]([C:21]4[S:22][C:23]([Br:39])=[CH:24][C:25]=4[NH:26][C:27]([O:29][CH:30]([C:32]4[CH:37]=[CH:36][CH:35]=[CH:34][C:33]=4[Cl:38])[CH3:31])=[O:28])=[CH:17][CH:16]=3)=[CH:11][CH:10]=2)[CH2:8][CH2:7]1)=[O:5])C.[OH-].[Na+].Cl. The catalyst is C(O)(C)C. The product is [Br:39][C:23]1[S:22][C:21]([C:18]2[CH:17]=[CH:16][C:15]([C:12]3[CH:11]=[CH:10][C:9]([C:6]4([C:4]([OH:5])=[O:3])[CH2:8][CH2:7]4)=[CH:14][CH:13]=3)=[CH:20][CH:19]=2)=[C:25]([NH:26][C:27]([O:29][CH:30]([C:32]2[CH:37]=[CH:36][CH:35]=[CH:34][C:33]=2[Cl:38])[CH3:31])=[O:28])[CH:24]=1. The yield is 0.330. (5) The reactants are [F:1][C:2]1[C:7](B(O)O)=[CH:6][CH:5]=[CH:4][N:3]=1.Br[C:12]1[CH:13]=[C:14]2[C@@:26]3([CH2:30][O:29][C:28]([NH2:31])=[N:27]3)[C:25]3[C:20](=[N:21][CH:22]=[C:23]([CH2:32][O:33][C:34]([CH3:37])([CH3:36])[CH3:35])[CH:24]=3)[O:19][C:15]2=[CH:16][C:17]=1[F:18].C(=O)([O-])[O-].[K+].[K+].O. The catalyst is O1CCOCC1.CCOC(C)=O. The product is [C:34]([O:33][CH2:32][C:23]1[CH:24]=[C:25]2[C@:26]3([CH2:30][O:29][C:28]([NH2:31])=[N:27]3)[C:14]3[C:15](=[CH:16][C:17]([F:18])=[C:12]([C:7]4[C:2]([F:1])=[N:3][CH:4]=[CH:5][CH:6]=4)[CH:13]=3)[O:19][C:20]2=[N:21][CH:22]=1)([CH3:37])([CH3:35])[CH3:36]. The yield is 0.423. (6) The reactants are I[C:2]1[CH:3]=[C:4]2[C:8](=[CH:9][CH:10]=1)[N:7]([CH:11]1[CH2:16][CH2:15][CH2:14][CH2:13][O:12]1)[N:6]=[CH:5]2.[F:17][C:18]([F:35])([F:34])[C:19]1[CH:24]=[CH:23][C:22]([NH:25][C:26]2[N:31]=[C:30]([CH:32]=[CH2:33])[N:29]=[CH:28][N:27]=2)=[CH:21][CH:20]=1.C1(C)C=CC=CC=1P(C1C=CC=CC=1C)C1C=CC=CC=1C.C(N(CC)CC)C. The catalyst is C(#N)C.C1C=CC(/C=C/C(/C=C/C2C=CC=CC=2)=O)=CC=1.C1C=CC(/C=C/C(/C=C/C2C=CC=CC=2)=O)=CC=1.C1C=CC(/C=C/C(/C=C/C2C=CC=CC=2)=O)=CC=1.[Pd].[Pd]. The product is [O:12]1[CH2:13][CH2:14][CH2:15][CH2:16][CH:11]1[N:7]1[C:8]2[C:4](=[CH:3][C:2](/[CH:33]=[CH:32]/[C:30]3[N:29]=[CH:28][N:27]=[C:26]([NH:25][C:22]4[CH:21]=[CH:20][C:19]([C:18]([F:34])([F:17])[F:35])=[CH:24][CH:23]=4)[N:31]=3)=[CH:10][CH:9]=2)[CH:5]=[N:6]1. The yield is 0.420.